From a dataset of Forward reaction prediction with 1.9M reactions from USPTO patents (1976-2016). Predict the product of the given reaction. (1) Given the reactants [Cl:1][C:2]1[N:7]=[C:6](Cl)[CH:5]=[CH:4][N:3]=1.Cl.[NH2:10][C:11]1[C:16]([CH3:17])=[CH:15][C:14](/[CH:18]=[CH:19]/[C:20]#[N:21])=[CH:13][C:12]=1[CH3:22].C(N(CC)C(C)C)(C)C.C(OCC)(=O)C, predict the reaction product. The product is: [Cl:1][C:2]1[N:7]=[C:6]([NH:10][C:11]2[C:16]([CH3:17])=[CH:15][C:14](/[CH:18]=[CH:19]/[C:20]#[N:21])=[CH:13][C:12]=2[CH3:22])[CH:5]=[CH:4][N:3]=1. (2) The product is: [CH2:1]([O:5][CH2:6][CH2:7][O:8][C:9]1[CH:10]=[CH:11][C:12]([C:15]2[CH:16]=[CH:17][C:18]3[N:25]([CH2:26][C:27]([CH3:29])=[CH2:28])[CH2:24][CH2:23][CH2:22][C:21]([C:30]([OH:32])=[O:31])=[CH:20][C:19]=3[CH:34]=2)=[CH:13][CH:14]=1)[CH2:2][CH2:3][CH3:4]. Given the reactants [CH2:1]([O:5][CH2:6][CH2:7][O:8][C:9]1[CH:14]=[CH:13][C:12]([C:15]2[CH:16]=[CH:17][C:18]3[N:25]([CH2:26][C:27]([CH3:29])=[CH2:28])[CH2:24][CH2:23][CH2:22][C:21]([C:30]([O:32]C)=[O:31])=[CH:20][C:19]=3[CH:34]=2)=[CH:11][CH:10]=1)[CH2:2][CH2:3][CH3:4].O1CCCC1.[OH-].[Na+].Cl, predict the reaction product. (3) Given the reactants [C:1](=O)([O-])[O-].[K+].[K+].CN(C)C=O.[Cl:12][C:13]1[CH:21]=[C:20]([N:22]2[CH2:27][CH2:26][N:25]([C:28]3[CH:33]=[CH:32][CH:31]=[CH:30][C:29]=3[CH3:34])[CH2:24][CH2:23]2)[C:19]([N+:35]([O-:37])=[O:36])=[CH:18][C:14]=1[C:15]([OH:17])=[O:16].IC, predict the reaction product. The product is: [CH3:1][O:16][C:15](=[O:17])[C:14]1[CH:18]=[C:19]([N+:35]([O-:37])=[O:36])[C:20]([N:22]2[CH2:27][CH2:26][N:25]([C:28]3[CH:33]=[CH:32][CH:31]=[CH:30][C:29]=3[CH3:34])[CH2:24][CH2:23]2)=[CH:21][C:13]=1[Cl:12]. (4) Given the reactants Cl.[NH2:2][C@H:3]1[CH2:7][CH2:6][C@H:5]([NH:8][C:9]([C:11]2[C:15]3[N:16]=[CH:17][N:18]=[C:19]([C:20]4[CH:25]=[C:24]([CH:26]([F:28])[F:27])[CH:23]=[CH:22][C:21]=4[O:29][CH2:30][CH:31]4[CH2:33][CH2:32]4)[C:14]=3[NH:13][C:12]=2[CH3:34])=[O:10])[CH2:4]1.[C:35](Cl)(=[O:37])[CH3:36], predict the reaction product. The product is: [C:35]([NH:2][C@H:3]1[CH2:7][CH2:6][C@H:5]([NH:8][C:9]([C:11]2[C:15]3[N:16]=[CH:17][N:18]=[C:19]([C:20]4[CH:25]=[C:24]([CH:26]([F:28])[F:27])[CH:23]=[CH:22][C:21]=4[O:29][CH2:30][CH:31]4[CH2:33][CH2:32]4)[C:14]=3[NH:13][C:12]=2[CH3:34])=[O:10])[CH2:4]1)(=[O:37])[CH3:36].